From a dataset of Catalyst prediction with 721,799 reactions and 888 catalyst types from USPTO. Predict which catalyst facilitates the given reaction. Reactant: Br[C:2]1[CH:7]=[CH:6][C:5]([CH:8]([NH:15][C:16]2[CH:25]=[CH:24][C:19]([C:20]([O:22][CH3:23])=[O:21])=[CH:18][CH:17]=2)[CH2:9][CH2:10][C:11]([F:14])([F:13])[F:12])=[C:4]([CH3:26])[CH:3]=1.[CH3:27][C:28]1([CH3:44])[C:32]([CH3:34])([CH3:33])[O:31][B:30]([B:30]2[O:31][C:32]([CH3:34])([CH3:33])[C:28]([CH3:44])([CH3:27])[O:29]2)[O:29]1.C([O-])(=O)C.[K+].CS(C)=O. Product: [F:12][C:11]([F:14])([F:13])[CH2:10][CH2:9][CH:8]([NH:15][C:16]1[CH:25]=[CH:24][C:19]([C:20]([O:22][CH3:23])=[O:21])=[CH:18][CH:17]=1)[C:5]1[CH:6]=[CH:7][C:2]([B:30]2[O:31][C:32]([CH3:34])([CH3:33])[C:28]([CH3:44])([CH3:27])[O:29]2)=[CH:3][C:4]=1[CH3:26]. The catalyst class is: 6.